This data is from Forward reaction prediction with 1.9M reactions from USPTO patents (1976-2016). The task is: Predict the product of the given reaction. (1) Given the reactants [NH2:1][C:2]1[C:3]([NH:28][CH:29]2[CH2:33][CH2:32][CH2:31][CH2:30]2)=[N:4][C:5]([NH:8][C:9]2[CH:14]=[CH:13][C:12]([N:15]3[CH2:20][CH2:19][N:18]([C:21]([O:23][C:24]([CH3:27])([CH3:26])[CH3:25])=[O:22])[CH2:17][CH2:16]3)=[CH:11][CH:10]=2)=[N:6][CH:7]=1.[C:34](OCCCC)(=O)[CH:35]=[O:36].CC(O)=O, predict the reaction product. The product is: [C:24]([O:23][C:21]([N:18]1[CH2:19][CH2:20][N:15]([C:12]2[CH:13]=[CH:14][C:9]([NH:8][C:5]3[N:6]=[CH:7][C:2]4[N:1]=[CH:34][C:35](=[O:36])[N:28]([CH:29]5[CH2:30][CH2:31][CH2:32][CH2:33]5)[C:3]=4[N:4]=3)=[CH:10][CH:11]=2)[CH2:16][CH2:17]1)=[O:22])([CH3:27])([CH3:26])[CH3:25]. (2) The product is: [Cl:13][C:14]1[CH:19]=[CH:18][C:17]([O:20][CH2:3][CH2:4][CH2:5][CH2:6][CH2:7][CH2:8][CH2:9][CH2:10][CH3:11])=[C:16]([C:21]([OH:29])([CH3:28])[CH2:22][N:23]2[CH:27]=[CH:26][N:25]=[CH:24]2)[CH:15]=1. Given the reactants [OH-].[Na+].[CH2:3](Br)[CH2:4][CH2:5][CH2:6][CH2:7][CH2:8][CH2:9][CH2:10][CH3:11].[Cl:13][C:14]1[CH:19]=[CH:18][C:17]([OH:20])=[C:16]([C:21]([OH:29])([CH3:28])[CH2:22][N:23]2[CH:27]=[CH:26][N:25]=[CH:24]2)[CH:15]=1, predict the reaction product. (3) Given the reactants C(=O)([O-])[O-].[Na+].[Na+].[C:7]([C:15]1[C:23]2[C:18](=[N:19][CH:20]=[CH:21][CH:22]=2)[N:17](C(OC(C)(C)C)=O)[CH:16]=1)(=O)[C:8]#[C:9][CH2:10][CH2:11][CH2:12][CH3:13].C(=O)(O)O.[NH2:35][C:36]([NH2:38])=[NH:37], predict the reaction product. The product is: [CH2:10]([C:9]1[CH:8]=[C:7]([C:15]2[C:23]3[C:18](=[N:19][CH:20]=[CH:21][CH:22]=3)[NH:17][CH:16]=2)[N:37]=[C:36]([NH2:38])[N:35]=1)[CH2:11][CH2:12][CH3:13]. (4) Given the reactants [CH2:1]([N:5]1[C:10]2[CH:11]=[C:12]([C:20](O)=[O:21])[CH:13]=[C:14]([C:15]3[O:16][CH:17]=[CH:18][N:19]=3)[C:9]=2[O:8][CH2:7][CH2:6]1)[CH2:2][CH2:3][CH3:4].CN(C(ON1N=NC2C=CC=CC1=2)=[N+](C)C)C.F[P-](F)(F)(F)(F)F.C(N(C(C)C)CC)(C)C.[NH2:56][C@@H:57]([CH2:71][C:72]1[CH:77]=[C:76]([F:78])[CH:75]=[C:74]([F:79])[CH:73]=1)[C@H:58]([OH:70])[CH2:59][NH:60][CH2:61][C:62]1[CH:67]=[CH:66][CH:65]=[C:64]([CH2:68][CH3:69])[CH:63]=1, predict the reaction product. The product is: [CH2:1]([N:5]1[C:10]2[CH:11]=[C:12]([C:20]([NH:56][C@@H:57]([CH2:71][C:72]3[CH:73]=[C:74]([F:79])[CH:75]=[C:76]([F:78])[CH:77]=3)[C@H:58]([OH:70])[CH2:59][NH:60][CH2:61][C:62]3[CH:67]=[CH:66][CH:65]=[C:64]([CH2:68][CH3:69])[CH:63]=3)=[O:21])[CH:13]=[C:14]([C:15]3[O:16][CH:17]=[CH:18][N:19]=3)[C:9]=2[O:8][CH2:7][CH2:6]1)[CH2:2][CH2:3][CH3:4]. (5) Given the reactants [N+:1]([C:4]1[CH:9]=[C:8]([Cl:10])[CH:7]=[C:6]([Cl:11])[C:5]=1[O:12][CH3:13])([O-])=O, predict the reaction product. The product is: [NH2:1][C:4]1[CH:9]=[C:8]([Cl:10])[CH:7]=[C:6]([Cl:11])[C:5]=1[O:12][CH3:13]. (6) The product is: [CH2:77]([O:79][C:80](=[O:96])[CH:81]([N:83]([CH2:93][CH2:94][NH:95][C:22](=[O:23])[C:21]1[CH:20]=[CH:19][C:18]([N:17]([CH2:16][C:10]2[N:11]=[C:12]3[C:7](=[N:8][CH:9]=2)[N:6]=[C:5]([NH2:4])[N:14]=[C:13]3[NH2:15])[CH3:27])=[CH:26][CH:25]=1)[PH:84]([O:86][C:87]1[CH:92]=[CH:91][CH:90]=[CH:89][CH:88]=1)=[O:85])[CH3:82])[CH3:78]. Given the reactants O.O.Cl.[NH2:4][C:5]1[N:14]=[C:13]([NH2:15])[C:12]2[C:7](=[N:8][CH:9]=[C:10]([CH2:16][N:17]([CH3:27])[C:18]3[CH:26]=[CH:25][C:21]([C:22](O)=[O:23])=[CH:20][CH:19]=3)[N:11]=2)[N:6]=1.NC1N=C(N)C2C(=NC=C(CN(C3C=CC(C(O)=O)=CC=3)C)N=2)N=1.O.O.C(P(=O)(OCC)OCC)#N.CCN(C(C)C)C(C)C.C(O)(=O)C.[CH2:77]([O:79][C:80](=[O:96])[C@@H:81]([N:83]([CH2:93][CH2:94][NH2:95])[PH:84]([O:86][C:87]1[CH:92]=[CH:91][CH:90]=[CH:89][CH:88]=1)=[O:85])[CH3:82])[CH3:78], predict the reaction product. (7) Given the reactants CC([N:5]([CH2:9][C:10]([NH:12][CH2:13][C:14]1[N:18]2[CH:19]=[CH:20][CH:21]=[CH:22][C:17]2=[N:16][C:15]=1[CH2:23][N:24]([CH3:35])[C@@H:25]1[C:34]2[N:33]=[CH:32][CH:31]=[CH:30][C:29]=2[CH2:28][CH2:27][CH2:26]1)=[O:11])C(=O)[O-])(C)C.FC(F)(F)C(O)=O, predict the reaction product. The product is: [CH3:35][N:24]([CH2:23][C:15]1[N:16]=[C:17]2[CH:22]=[CH:21][CH:20]=[CH:19][N:18]2[C:14]=1[CH2:13][NH:12][C:10](=[O:11])[CH2:9][NH2:5])[CH:25]1[C:34]2[N:33]=[CH:32][CH:31]=[CH:30][C:29]=2[CH2:28][CH2:27][CH2:26]1. (8) Given the reactants [NH2:1][CH:2]1[CH2:7][CH2:6][N:5]([C:8]2[CH:13]=[CH:12][C:11]([N:14]3[CH2:18][C@H:17]([CH2:19][NH:20][C:21](=[O:23])[CH3:22])[O:16][C:15]3=[O:24])=[CH:10][C:9]=2[F:25])[CH2:4][CH2:3]1.CO[CH:28]1[CH2:32][CH2:31][CH:30](OC)O1, predict the reaction product. The product is: [N:1]1([CH:2]2[CH2:3][CH2:4][N:5]([C:8]3[CH:13]=[CH:12][C:11]([N:14]4[CH2:18][C@H:17]([CH2:19][NH:20][C:21](=[O:23])[CH3:22])[O:16][C:15]4=[O:24])=[CH:10][C:9]=3[F:25])[CH2:6][CH2:7]2)[CH:28]=[CH:32][CH:31]=[CH:30]1. (9) The product is: [Cl:22][C:23]1[CH:24]=[CH:25][C:26]([CH2:27][CH:28]2[CH2:32][CH2:31][N:30]([C:13]([C:9]3[CH:10]=[N:11][O:12][C:8]=3[C:5]3[CH:4]=[CH:3][C:2]([CH3:1])=[CH:7][CH:6]=3)=[O:15])[CH2:29]2)=[CH:33][CH:34]=1. Given the reactants [CH3:1][C:2]1[CH:7]=[CH:6][C:5]([C:8]2[O:12][N:11]=[CH:10][C:9]=2[C:13]([OH:15])=O)=[CH:4][CH:3]=1.C(O)(=O)C(O)=O.[Cl:22][C:23]1[CH:34]=[CH:33][C:26]([CH2:27][CH:28]2[CH2:32][CH2:31][NH:30][CH2:29]2)=[CH:25][CH:24]=1, predict the reaction product.